Dataset: Full USPTO retrosynthesis dataset with 1.9M reactions from patents (1976-2016). Task: Predict the reactants needed to synthesize the given product. Given the product [F:2][C:3]1[CH:4]=[CH:5][C:6]([C:9]([C:10]2[CH:29]=[CH:28][C:27](=[O:30])[N:15]3[C:14]([CH3:16])=[C:13]([C:17]4[CH:22]=[CH:21][CH:20]=[CH:19][CH:18]=4)[NH:12][C:11]=23)=[O:23])=[CH:7][CH:8]=1, predict the reactants needed to synthesize it. The reactants are: Cl.[F:2][C:3]1[CH:8]=[CH:7][C:6]([C:9](=[O:23])[CH2:10][C:11]2[NH:12][C:13]([C:17]3[CH:22]=[CH:21][CH:20]=[CH:19][CH:18]=3)=[C:14]([CH3:16])[N:15]=2)=[CH:5][CH:4]=1.C[O-].[Na+].[C:27](OC)(=[O:30])[C:28]#[CH:29].